This data is from Full USPTO retrosynthesis dataset with 1.9M reactions from patents (1976-2016). The task is: Predict the reactants needed to synthesize the given product. (1) Given the product [C:30]([O:34][C:35]([C:37]1[C:61]([F:62])=[CH:60][C:40]([O:41][CH2:42][C@H:43]2[CH2:48][N:47]([C:49]([O:51][CH2:52][C:53]3[CH:58]=[CH:57][CH:56]=[CH:55][CH:54]=3)=[O:50])[C@H:46]([CH3:59])[CH2:45][CH2:44]2)=[C:39]([CH:7]2[CH2:2][CH2:1]2)[CH:38]=1)=[O:36])([CH3:33])([CH3:32])[CH3:31], predict the reactants needed to synthesize it. The reactants are: [CH2:1](N1CCC[C@@H](OC2C(Cl)=CC(C(OC(C)(C)C)=O)=C(F)C=2)C1)[C:2]1[CH:7]=CC=CC=1.[C:30]([O:34][C:35]([C:37]1[C:61]([F:62])=[CH:60][C:40]([O:41][CH2:42][C@H:43]2[CH2:48][N:47]([C:49]([O:51][CH2:52][C:53]3[CH:58]=[CH:57][CH:56]=[CH:55][CH:54]=3)=[O:50])[C@H:46]([CH3:59])[CH2:45][CH2:44]2)=[C:39](Cl)[CH:38]=1)=[O:36])([CH3:33])([CH3:32])[CH3:31]. (2) Given the product [C:1]([O:5][C:6](=[O:43])[NH:7][C:8]([C:10]1[S:11][C:12]([S:41][CH3:42])=[C:13]([S:15]([C:18]2[CH:19]=[C:20]([C:24]3[CH:29]=[CH:28][C:27]([NH:30][C:31]([NH2:44])=[N:33][CH2:34][CH2:35][CH2:36][CH2:37][CH2:38][CH3:39])=[CH:26][C:25]=3[CH3:40])[CH:21]=[CH:22][CH:23]=2)(=[O:16])=[O:17])[CH:14]=1)=[NH:9])([CH3:3])([CH3:4])[CH3:2], predict the reactants needed to synthesize it. The reactants are: [C:1]([O:5][C:6](=[O:43])[NH:7][C:8]([C:10]1[S:11][C:12]([S:41][CH3:42])=[C:13]([S:15]([C:18]2[CH:19]=[C:20]([C:24]3[CH:29]=[CH:28][C:27]([NH:30][C:31]([NH:33][CH2:34][CH2:35][CH2:36][CH2:37][CH2:38][CH3:39])=S)=[CH:26][C:25]=3[CH3:40])[CH:21]=[CH:22][CH:23]=2)(=[O:17])=[O:16])[CH:14]=1)=[NH:9])([CH3:4])([CH3:3])[CH3:2].[NH3:44]. (3) Given the product [C:2]([C:4]1[CH:5]=[C:6]([C:10]2[N:20]=[CH:19][CH:18]=[CH:17][C:11]=2[C:12]([O:14][CH2:15][CH3:16])=[O:13])[CH:7]=[CH:8][C:9]=1[O:26][CH2:27][CH2:28][C:29]1[CH:34]=[CH:33][C:32]([O:35][CH3:36])=[C:31]([O:37][CH3:38])[CH:30]=1)#[N:3], predict the reactants needed to synthesize it. The reactants are: Cl.[C:2]([C:4]1[C:5](O)=[C:6]([C:10]2[N:20]=[CH:19][CH:18]=[CH:17][C:11]=2[C:12]([O:14][CH2:15][CH3:16])=[O:13])[CH:7]=[CH:8][CH:9]=1)#[N:3].CS([O:26][CH2:27][CH2:28][C:29]1[CH:34]=[CH:33][C:32]([O:35][CH3:36])=[C:31]([O:37][CH3:38])[CH:30]=1)(=O)=O.C(=O)([O-])[O-].[K+].[K+].